From a dataset of Reaction yield outcomes from USPTO patents with 853,638 reactions. Predict the reaction yield, written as a fraction of the theoretical maximum amount of product (1.0 means a 100% yield; for example, 0.34 means a 34% yield). (1) The reactants are [Br:1][C:2]1[CH:7]=[CH:6][C:5]([OH:8])=[C:4]([N+:9]([O-:11])=[O:10])[N:3]=1.C(=O)([O-])[O-:13].[K+].[K+].[CH3:18][CH2:19][O:20][CH2:21][CH3:22]. The product is [Br:1][C:2]1[N:3]=[C:4]([N+:9]([O-:11])=[O:10])[C:5]([O:8][CH2:18][C:19]([O:20][CH2:21][CH3:22])=[O:13])=[CH:6][CH:7]=1. The catalyst is CC(C)=O.BrCC(OCC)=O. The yield is 0.890. (2) The reactants are [Cl:1][C:2]1[C:7]([Cl:8])=[CH:6][C:5]([NH2:9])=[C:4]([CH2:10][CH3:11])[CH:3]=1.[H-].[Na+].Br[CH2:15][C:16]([O:18][CH2:19][CH3:20])=[O:17]. The catalyst is CN(C=O)C. The product is [Cl:1][C:2]1[C:7]([Cl:8])=[CH:6][C:5]([NH:9][CH2:15][C:16]([O:18][CH2:19][CH3:20])=[O:17])=[C:4]([CH2:10][CH3:11])[CH:3]=1. The yield is 0.447. (3) The yield is 0.400. The reactants are [CH3:1][O:2][C:3](=[O:16])[C:4]1[CH:9]=[CH:8][C:7]([CH:10]=[CH:11][O:12]CC)=[N:6][C:5]=1[NH2:15].C(=O)(O)[O-].[Na+].[BH4-].[Na+].C(OCC)(=O)C. The catalyst is Cl.C(O)C.O1CCCC1. The product is [CH3:1][O:2][C:3](=[O:16])[C:4]1[CH:9]=[CH:8][C:7]([CH2:10][CH2:11][OH:12])=[N:6][C:5]=1[NH2:15]. (4) The reactants are [CH:1]([N:4]1[C:13]2[C:8](=[CH:9][CH:10]=[C:11]([CH3:14])[CH:12]=2)[CH2:7][CH2:6][CH2:5]1)([CH3:3])[CH3:2].[Br-:15].[Br-].[Br-].C([N+](CCCC)(CCCC)CCCC)CCC.C([N+](CCCC)(CCCC)CCCC)CCC.C([N+](CCCC)(CCCC)CCCC)CCC. The catalyst is ClCCl. The product is [Br:15][C:10]1[CH:9]=[C:8]2[C:13](=[CH:12][C:11]=1[CH3:14])[N:4]([CH:1]([CH3:3])[CH3:2])[CH2:5][CH2:6][CH2:7]2. The yield is 0.670. (5) The reactants are [Br:1]Br.C1(P(C2C=CC=CC=2)C2C=CC=CC=2)C=CC=CC=1.[CH3:22][O:23][CH2:24][C:25]1[CH:26]=[C:27]([C:31]2[O:35][C:34]([CH3:36])=[N:33][C:32]=2[CH2:37]O)[CH:28]=[CH:29][CH:30]=1. The catalyst is C(Cl)Cl. The product is [Br:1][CH2:37][C:32]1[N:33]=[C:34]([CH3:36])[O:35][C:31]=1[C:27]1[CH:28]=[CH:29][CH:30]=[C:25]([CH2:24][O:23][CH3:22])[CH:26]=1. The yield is 0.500. (6) The reactants are Cl.[NH2:2][CH:3]([C:14]1[CH:15]=[CH:16][C:17]2[N:18]([C:20]([CH:23]([CH3:25])[CH3:24])=[N:21][N:22]=2)[N:19]=1)[C:4]([C:6]1[CH:11]=[CH:10][C:9]([F:12])=[CH:8][C:7]=1[F:13])=O.[O-:26][C:27]#[N:28].[K+]. The catalyst is CN(C=O)C. The product is [F:13][C:7]1[CH:8]=[C:9]([F:12])[CH:10]=[CH:11][C:6]=1[C:4]1[NH:28][C:27](=[O:26])[NH:2][C:3]=1[C:14]1[CH:15]=[CH:16][C:17]2[N:18]([C:20]([CH:23]([CH3:25])[CH3:24])=[N:21][N:22]=2)[N:19]=1. The yield is 0.0800. (7) The catalyst is CN(C=O)C. The reactants are [Cl:1][C:2]1[C:7]([CH:8]=O)=[C:6]([NH:10][C:11]2[C:16]([F:17])=[CH:15][CH:14]=[CH:13][C:12]=2[F:18])[N:5]=[C:4]([S:19][CH3:20])[N:3]=1.[C:21](OC(=O)C)(=[O:23])[CH3:22]. The yield is 0.510. The product is [Cl:1][C:2]1[C:7]2[CH:8]=[CH:22][C:21](=[O:23])[N:10]([C:11]3[C:16]([F:17])=[CH:15][CH:14]=[CH:13][C:12]=3[F:18])[C:6]=2[N:5]=[C:4]([S:19][CH3:20])[N:3]=1.